This data is from Peptide-MHC class II binding affinity with 134,281 pairs from IEDB. The task is: Regression. Given a peptide amino acid sequence and an MHC pseudo amino acid sequence, predict their binding affinity value. This is MHC class II binding data. (1) The peptide sequence is SERPAIVPPADKYRT. The MHC is DRB1_1302 with pseudo-sequence DRB1_1302. The binding affinity (normalized) is 0.0312. (2) The peptide sequence is FGQNTASIAATEAQY. The MHC is HLA-DPA10201-DPB11401 with pseudo-sequence HLA-DPA10201-DPB11401. The binding affinity (normalized) is 0.135. (3) The peptide sequence is KNLIPSSASPWSWPD. The MHC is HLA-DQA10501-DQB10402 with pseudo-sequence HLA-DQA10501-DQB10402. The binding affinity (normalized) is 0.365.